Dataset: Experimentally validated miRNA-target interactions with 360,000+ pairs, plus equal number of negative samples. Task: Binary Classification. Given a miRNA mature sequence and a target amino acid sequence, predict their likelihood of interaction. (1) The miRNA is hsa-miR-3680-3p with sequence UUUUGCAUGACCCUGGGAGUAGG. The protein sequence of the target gene is MSTSRKLKSHGMRRSKSRSPHKGVKRGGSKRKYRKGNLKSRKRGDDANRNYRSHL. Result: 0 (no interaction). (2) The miRNA is mmu-miR-5110 with sequence GGAGGAGGUAGAGGGUGGUGGAAUU. The protein sequence of the target gene is MAVQESAAQLSMTLKVQEYPTLKVPYETLNKRFRAAQKNIDRETSHVTMVVAELEKTLSSCPAVDSVVSLLDGVVEKLSVLKRKAVESIQAEDESAKLCKRRIEHLKEHSSDQPAAASMWKRKRMDRMMVEHLLRCGYYNTAVKLARQSGIEDLVNIEMFLTAKEVEESLERRETATCLAWCHDNKSRLRKMKSCLEFSLRIQEFIELVRQNKRLDAVRHARKHFSQAEGSQLDEVRQVMGMLAFPPDTHISPYKDLLDPARWRMLIQQFRYDNYRLHQLGNSSVFTLTLQAGLSAIKTP.... Result: 0 (no interaction). (3) Result: 0 (no interaction). The protein sequence of the target gene is MCPEEGGAAGLGELRSWWEVPAIAHFCSLFRTAFRLPDFEIEELEAALHRDDVEFISDLIACLLQGCYQRRDITPQTFHSYLEDIINYRWELEEGKPNPLREASFQDLPLRTRVEILHRLCDYRLDADDVFDLLKGLDADSLRVEPLGEDNSGALYWYFYGTRMYKEDPVQGRSNGELSLCRESERQKNVSNVPGKTGKRRGRPPKRKKLQEEIISSEKQEENSLTSDLQTRNGSRGPGQGTWWLLCQTEEEWRQVTESFRERTSLRERQLYKLLSEDFLPEICNMIAQKGKRPQRTKPE.... The miRNA is hsa-miR-658 with sequence GGCGGAGGGAAGUAGGUCCGUUGGU. (4) The miRNA is hsa-miR-20b-5p with sequence CAAAGUGCUCAUAGUGCAGGUAG. The protein sequence of the target gene is MLHEEAAQKRKGKEPGMALPQGRLTFRDVAIEFSLAEWKFLNPAQRALYREVMLENYRNLEAVDISSKRMMKEVLSTGQGNTEVIHTGMLQRHESYHTGDFCFQEIEKDIHDFEFQSQKDERNGHEASMPKIKELMGSTDRHDQRHAGNKPIKDQLGLSFHLHLPELHIFQPEEKIANQVEKSVNDASSISTSQRISCRPETHTPNNYGNNFFHSSLLTQKQEVHMREKSFQCNETGEAFNCSSFVRKHQIIHLGEKQYKFDICGKVFNEKRYLARHRRCHTSEKPYKCNECGKSFSYKS.... Result: 1 (interaction).